This data is from Catalyst prediction with 721,799 reactions and 888 catalyst types from USPTO. The task is: Predict which catalyst facilitates the given reaction. (1) Reactant: [Br:1][C:2]1[CH:9]=[CH:8][C:5]([CH:6]=[O:7])=[CH:4][N:3]=1.[CH2:10](O)[CH2:11][CH2:12][OH:13].C12(CS(O)(=O)=O)C(C)(C)C(CC1)CC2=O.O. Product: [Br:1][C:2]1[CH:9]=[CH:8][C:5]([CH:6]2[O:13][CH2:12][CH2:11][CH2:10][O:7]2)=[CH:4][N:3]=1. The catalyst class is: 11. (2) Reactant: [C:1]([O:5][C@@H:6]([C:12]1[C:27]([CH3:28])=[CH:26][C:15]2[N:16]=[C:17]([C:19]3[CH:24]=[CH:23][N:22]=[C:21](Cl)[CH:20]=3)[S:18][C:14]=2[C:13]=1[C:29]1[CH:34]=[CH:33][C:32]([Cl:35])=[CH:31][CH:30]=1)[C:7]([O:9][CH2:10][CH3:11])=[O:8])([CH3:4])([CH3:3])[CH3:2].CC1(C)C2C(=C(P(C3C=CC=CC=3)C3C=CC=CC=3)C=CC=2)OC2C(P(C3C=CC=CC=3)C3C=CC=CC=3)=CC=CC1=2.[CH2:78]1[C:86]2[CH:85]=[CH:84][N:83]=[CH:82][C:81]=2[C:80](=[O:87])[NH:79]1.C([O-])([O-])=O.[Cs+].[Cs+]. Product: [C:1]([O:5][C@@H:6]([C:12]1[C:27]([CH3:28])=[CH:26][C:15]2[N:16]=[C:17]([C:19]3[CH:24]=[CH:23][N:22]=[C:21]([N:79]4[CH2:78][C:86]5[CH:85]=[CH:84][N:83]=[CH:82][C:81]=5[C:80]4=[O:87])[CH:20]=3)[S:18][C:14]=2[C:13]=1[C:29]1[CH:30]=[CH:31][C:32]([Cl:35])=[CH:33][CH:34]=1)[C:7]([O:9][CH2:10][CH3:11])=[O:8])([CH3:3])([CH3:4])[CH3:2]. The catalyst class is: 443. (3) Reactant: [C:1]([OH:7])([C:3]([F:6])([F:5])[F:4])=[O:2].[Br:8][C:9]1[CH:10]=[C:11]2[C:16](=[CH:17][CH:18]=1)[C:15]([CH2:19][N:20]1[C:26](=[O:27])[C@@H:25]([NH:28][C:29](=[O:42])[C@@H:30]([N:33](C)[C:34](=O)OC(C)(C)C)[CH2:31][CH3:32])[CH2:24][CH2:23][C:22]3[CH:43]=[CH:44][CH:45]=[CH:46][C:21]1=3)=[C:14]([O:47][CH3:48])[CH:13]=[CH:12]2. Product: [F:4][C:3]([F:6])([F:5])[C:1]([OH:7])=[O:2].[Br:8][C:9]1[CH:10]=[C:11]2[C:16](=[CH:17][CH:18]=1)[C:15]([CH2:19][N:20]1[C:26](=[O:27])[C@@H:25]([NH:28][C:29](=[O:42])[C@@H:30]([NH:33][CH3:34])[CH2:31][CH3:32])[CH2:24][CH2:23][C:22]3[CH:43]=[CH:44][CH:45]=[CH:46][C:21]1=3)=[C:14]([O:47][CH3:48])[CH:13]=[CH:12]2. The catalyst class is: 2. (4) Reactant: C([O:3][C:4]([C:6]1[S:10][C:9]([NH:11][C:12]2[N:16]=[C:15]([CH3:17])[S:14][N:13]=2)=[N:8][C:7]=1[C:18]1[C:19]([CH:32]([OH:35])[CH2:33][CH3:34])=[N:20][N:21]([CH2:23][C:24]2[CH:29]=[CH:28][C:27]([O:30][CH3:31])=[CH:26][CH:25]=2)[CH:22]=1)=O)C.CC(C[AlH]CC(C)C)C.CO.C([O-])([O-])=O.[K+].[K+]. Product: [CH3:31][O:30][C:27]1[CH:26]=[CH:25][C:24]([CH2:23][N:21]2[CH:22]=[C:18]([C:7]3[N:8]=[C:9]([NH:11][C:12]4[N:16]=[C:15]([CH3:17])[S:14][N:13]=4)[S:10][C:6]=3[CH2:4][OH:3])[C:19]([CH:32]([OH:35])[CH2:33][CH3:34])=[N:20]2)=[CH:29][CH:28]=1. The catalyst class is: 2. (5) Reactant: [Cl:1][C:2]1[CH:3]=[C:4]([CH:8]=[C:9]([Cl:11])[CH:10]=1)[C:5]([OH:7])=[O:6].[N+:12]([O-])([OH:14])=[O:13]. Product: [N+:12]([C:3]1[C:2]([Cl:1])=[CH:10][C:9]([Cl:11])=[CH:8][C:4]=1[C:5]([OH:7])=[O:6])([O-:14])=[O:13]. The catalyst class is: 65.